This data is from Catalyst prediction with 721,799 reactions and 888 catalyst types from USPTO. The task is: Predict which catalyst facilitates the given reaction. (1) Product: [CH3:11][C:8]1[CH:7]=[C:3]2[C:2](=[CH:10][CH:9]=1)[NH:1][C:13](=[O:12])[NH:14][C:4]2=[O:5]. Reactant: [NH2:1][C:2]1[CH:10]=[CH:9][C:8]([CH3:11])=[CH:7][C:3]=1[C:4](O)=[O:5].[O-:12][C:13]#[N:14].[K+].[OH-].[Na+]. The catalyst class is: 211. (2) Reactant: CI.[NH:3]1[CH2:9][CH2:8][CH2:7][CH2:6][NH:5][C:4]1=[S:10].[CH3:11]CO. Product: [CH3:11][S:10][C:4]1[NH:3][CH2:9][CH2:8][CH2:7][CH2:6][N:5]=1. The catalyst class is: 21. (3) The catalyst class is: 485. Product: [F:1][C:2]1[CH:3]=[CH:4][C:5]([CH2:6][O:7][C:8]2[N:9]=[N:10][CH:11]=[C:12]3[C:16]([CH:17]=[O:18])=[C:15]([CH3:19])[N:14]([CH2:20][C@H:21]4[CH2:23][C@@H:22]4[CH3:24])[C:13]=23)=[CH:25][CH:26]=1. Reactant: [F:1][C:2]1[CH:26]=[CH:25][C:5]([CH2:6][O:7][C:8]2[N:9]=[N:10][CH:11]=[C:12]3[C:16]([CH2:17][OH:18])=[C:15]([CH3:19])[N:14]([CH2:20][C@H:21]4[CH2:23][C@@H:22]4[CH3:24])[C:13]=23)=[CH:4][CH:3]=1. (4) Reactant: [Br:1][C:2]1[C:17]([CH3:18])=[CH:16][C:5]([O:6][C@@H:7]2[CH2:10][C@H:9]([NH:11][S:12]([CH3:15])(=[O:14])=[O:13])[CH2:8]2)=[CH:4][C:3]=1[CH3:19].[H-].[Na+].I[CH3:23]. Product: [Br:1][C:2]1[C:17]([CH3:18])=[CH:16][C:5]([O:6][C@@H:7]2[CH2:8][C@H:9]([N:11]([CH3:23])[S:12]([CH3:15])(=[O:14])=[O:13])[CH2:10]2)=[CH:4][C:3]=1[CH3:19]. The catalyst class is: 80.